Dataset: Forward reaction prediction with 1.9M reactions from USPTO patents (1976-2016). Task: Predict the product of the given reaction. (1) Given the reactants [CH2:1]([CH:8]1[CH2:13][CH2:12][N:11]([C:14]([C:16]2[S:17][CH:18]=[C:19]([C:21]3[CH:26]=[C:25]([Br:27])[C:24]([OH:28])=[C:23]([Br:29])[C:22]=3[OH:30])[N:20]=2)=[O:15])[CH2:10][CH2:9]1)[C:2]1[CH:7]=[CH:6][CH:5]=[CH:4][CH:3]=1.N1C=CC=CC=1.[C:37](Cl)(=[O:42])[C:38]([CH3:41])([CH3:40])[CH3:39], predict the reaction product. The product is: [C:37]([O:28][C:24]1[C:25]([Br:27])=[CH:26][C:21]([C:19]2[N:20]=[C:16]([C:14]([N:11]3[CH2:12][CH2:13][CH:8]([CH2:1][C:2]4[CH:7]=[CH:6][CH:5]=[CH:4][CH:3]=4)[CH2:9][CH2:10]3)=[O:15])[S:17][CH:18]=2)=[C:22]([OH:30])[C:23]=1[Br:29])(=[O:42])[C:38]([CH3:41])([CH3:40])[CH3:39]. (2) Given the reactants Br[C:2]1[CH:7]=[CH:6][CH:5]=[CH:4][C:3]=1[CH:8]([F:14])[C:9]([O:11]CC)=[O:10].[Cl:15][C:16]1[CH:17]=[C:18](B(O)O)[CH:19]=[CH:20][CH:21]=1.C(=O)([O-])[O-].[K+].[K+].O, predict the reaction product. The product is: [F:14][CH:8]([C:3]1[CH:4]=[CH:5][CH:6]=[CH:7][C:2]=1[C:20]1[CH:19]=[CH:18][CH:17]=[C:16]([Cl:15])[CH:21]=1)[C:9]([OH:11])=[O:10]. (3) Given the reactants [Br:1][C:2]1[CH:7]=[CH:6][CH:5]=[CH:4][C:3]=1[OH:8].CS(O[CH:14]1[CH2:18][CH2:17][N:16]([CH2:19][CH:20]2[CH2:22][CH2:21]2)[CH2:15]1)(=O)=O, predict the reaction product. The product is: [Br:1][C:2]1[CH:7]=[CH:6][CH:5]=[CH:4][C:3]=1[O:8][CH:14]1[CH2:18][CH2:17][N:16]([CH2:19][CH:20]2[CH2:22][CH2:21]2)[CH2:15]1. (4) Given the reactants Cl.CN(C)CCCN=C=NCC.[CH2:13]([N:20]([CH2:40][C:41](O)=[O:42])[CH2:21][CH2:22][C:23]1[CH:28]=[CH:27][C:26]([O:29][CH2:30][CH2:31][CH2:32][CH2:33][C:34]2[CH:39]=[CH:38][CH:37]=[CH:36][CH:35]=2)=[CH:25][CH:24]=1)[C:14]1[CH:19]=[CH:18][CH:17]=[CH:16][CH:15]=1.[CH3:44][NH:45][O:46][CH3:47].CN1CCOCC1, predict the reaction product. The product is: [CH2:13]([N:20]([CH2:21][CH2:22][C:23]1[CH:28]=[CH:27][C:26]([O:29][CH2:30][CH2:31][CH2:32][CH2:33][C:34]2[CH:39]=[CH:38][CH:37]=[CH:36][CH:35]=2)=[CH:25][CH:24]=1)[CH2:40][C:41]([N:45]([O:46][CH3:47])[CH3:44])=[O:42])[C:14]1[CH:15]=[CH:16][CH:17]=[CH:18][CH:19]=1.